The task is: Predict the reactants needed to synthesize the given product.. This data is from Full USPTO retrosynthesis dataset with 1.9M reactions from patents (1976-2016). (1) Given the product [CH:16]1([N:19]2[C:27]3[C:22](=[C:23]([O:6][S:3]([C:2]([F:15])([F:14])[F:1])(=[O:5])=[O:4])[CH:24]=[C:25]([C:28]([O:30][CH2:31][CH3:32])=[O:29])[CH:26]=3)[CH:21]=[CH:20]2)[CH2:17][CH2:18]1, predict the reactants needed to synthesize it. The reactants are: [F:1][C:2]([F:15])([F:14])[S:3]([O:6]S(C(F)(F)F)(=O)=O)(=[O:5])=[O:4].[CH:16]1([N:19]2[C:27]3[C:22](=[C:23](O)[CH:24]=[C:25]([C:28]([O:30][CH2:31][CH3:32])=[O:29])[CH:26]=3)[CH:21]=[CH:20]2)[CH2:18][CH2:17]1.N1C=CC=CC=1.Cl. (2) Given the product [C:16]([C@@H:15]([NH:19][C:29](=[O:36])[CH2:30][CH2:31][CH2:32][C:33]([OH:35])=[O:34])[CH2:14][S:13][CH2:12]/[CH:11]=[C:10](\[CH3:20])/[CH2:9][CH2:8]/[CH:7]=[C:6](\[CH3:21])/[CH2:5][CH2:4][CH:3]=[C:2]([CH3:22])[CH3:1])([OH:18])=[O:17], predict the reactants needed to synthesize it. The reactants are: [CH3:1][C:2]([CH3:22])=[CH:3][CH2:4][CH2:5]/[C:6](/[CH3:21])=[CH:7]/[CH2:8][CH2:9]/[C:10](/[CH3:20])=[CH:11]/[CH2:12][S:13][CH2:14][C@H:15]([NH2:19])[C:16]([OH:18])=[O:17].C([O-])([O-])=O.[K+].[K+].[C:29]1(=[O:36])[O:35][C:33](=[O:34])[CH2:32][CH2:31][CH2:30]1.Cl. (3) Given the product [NH2:3][C:4]1[C:9]([NH2:10])=[CH:8][CH:7]=[C:6]([O:11][CH3:12])[N:5]=1, predict the reactants needed to synthesize it. The reactants are: Cl.Cl.[NH2:3][C:4]1[C:9]([NH2:10])=[CH:8][CH:7]=[C:6]([O:11][CH3:12])[N:5]=1.N. (4) Given the product [ClH:29].[N:13]1([CH2:19][CH2:20][CH2:21][O:22][C:23]2[CH:24]=[CH:25][C:26]([C:27]([N:7]3[CH2:6][C:5]4[C:9](=[CH:10][CH:11]=[C:3]([F:2])[CH:4]=4)[CH2:8]3)=[O:28])=[CH:30][CH:31]=2)[CH2:18][CH2:17][CH2:16][CH2:15][CH2:14]1, predict the reactants needed to synthesize it. The reactants are: Cl.[F:2][C:3]1[CH:4]=[C:5]2[C:9](=[CH:10][CH:11]=1)[CH2:8][NH:7][CH2:6]2.Cl.[N:13]1([CH2:19][CH2:20][CH2:21][O:22][C:23]2[CH:31]=[CH:30][C:26]([C:27]([Cl:29])=[O:28])=[CH:25][CH:24]=2)[CH2:18][CH2:17][CH2:16][CH2:15][CH2:14]1.